This data is from Reaction yield outcomes from USPTO patents with 853,638 reactions. The task is: Predict the reaction yield, written as a fraction of the theoretical maximum amount of product (1.0 means a 100% yield; for example, 0.34 means a 34% yield). (1) The product is [CH:1]1([CH:7]2[N:11]([C:12]3[CH:13]=[CH:14][C:15]([C:18]4[CH:22]=[CH:21][O:20][N:19]=4)=[CH:16][CH:17]=3)[C:10](=[O:23])[C:9]([OH:24])=[C:8]2[C:25](=[O:36])[C:26]2[CH:31]=[CH:30][C:29]([C:32]([OH:34])=[O:33])=[CH:28][CH:27]=2)[CH2:2][CH2:3][CH2:4][CH2:5][CH2:6]1. The yield is 0.880. The catalyst is O.C(OCC)(=O)C.CO. The reactants are [CH:1]1([CH:7]2[N:11]([C:12]3[CH:17]=[CH:16][C:15]([C:18]4[CH:22]=[CH:21][O:20][N:19]=4)=[CH:14][CH:13]=3)[C:10](=[O:23])[C:9]([OH:24])=[C:8]2[C:25](=[O:36])[C:26]2[CH:31]=[CH:30][C:29]([C:32]([O:34]C)=[O:33])=[CH:28][CH:27]=2)[CH2:6][CH2:5][CH2:4][CH2:3][CH2:2]1.C1COCC1.[OH-].[Na+].Cl. (2) The reactants are Cl.[NH2:2][CH2:3][CH2:4][C:5]1[C:13]2[C:8](=[CH:9][CH:10]=[CH:11][CH:12]=2)[NH:7][CH:6]=1.[C:14]1([C:20]2[O:24][N:23]=[CH:22][C:21]=2[CH2:25][CH2:26][C:27](O)=[O:28])[CH:19]=[CH:18][CH:17]=[CH:16][CH:15]=1.O.ON1C2C=CC=CC=2N=N1.Cl.C(N=C=NCCCN(C)C)C. The catalyst is O.CN(C)C=O.C(N(CC)CC)C. The product is [NH:7]1[C:8]2[C:13](=[CH:12][CH:11]=[CH:10][CH:9]=2)[C:5]([CH2:4][CH2:3][NH:2][C:27](=[O:28])[CH2:26][CH2:25][C:21]2[CH:22]=[N:23][O:24][C:20]=2[C:14]2[CH:15]=[CH:16][CH:17]=[CH:18][CH:19]=2)=[CH:6]1. The yield is 0.910. (3) The reactants are [Cl:1][C:2]1[N:11]=[C:10](Cl)[C:9]2[C:4](=[CH:5][CH:6]=[CH:7][CH:8]=2)[N:3]=1.[NH2:13][C:14]1[CH:19]=[CH:18][N:17]=[CH:16][CH:15]=1.Cl. The catalyst is C(O)(C)C. The product is [Cl:1][C:2]1[N:11]=[C:10]([NH:13][C:14]2[CH:19]=[CH:18][N:17]=[CH:16][CH:15]=2)[C:9]2[C:4](=[CH:5][CH:6]=[CH:7][CH:8]=2)[N:3]=1. The yield is 0.610. (4) The reactants are Br[C:2]1[C:3]([C:11]([O:13][CH2:14][CH3:15])=[O:12])=[CH:4][N:5]2[C:10]=1[CH:9]=[CH:8][CH:7]=[CH:6]2.[F:16][C:17]1[CH:18]=[C:19](B(O)O)[CH:20]=[CH:21][CH:22]=1. No catalyst specified. The product is [F:16][C:17]1[CH:22]=[C:21]([C:2]2[C:3]([C:11]([O:13][CH2:14][CH3:15])=[O:12])=[CH:4][N:5]3[C:10]=2[CH:9]=[CH:8][CH:7]=[CH:6]3)[CH:20]=[CH:19][CH:18]=1. The yield is 0.700. (5) The reactants are [C:1]([C:11]1[CH:18]=[CH:17][C:14]([CH:15]=O)=[CH:13][CH:12]=1)#[C:2][CH2:3][CH2:4][CH2:5][CH2:6][CH2:7][CH2:8][CH2:9][CH3:10].[CH3:19][C:20]([NH2:32])([C:22]1[CH:27]=[CH:26][C:25]([C:28]([F:31])([F:30])[F:29])=[CH:24][CH:23]=1)[CH3:21]. No catalyst specified. The product is [C:1]([C:11]1[CH:18]=[CH:17][C:14]([CH2:15][NH:32][C:20]([CH3:21])([C:22]2[CH:27]=[CH:26][C:25]([C:28]([F:29])([F:30])[F:31])=[CH:24][CH:23]=2)[CH3:19])=[CH:13][CH:12]=1)#[C:2][CH2:3][CH2:4][CH2:5][CH2:6][CH2:7][CH2:8][CH2:9][CH3:10]. The yield is 0.790. (6) The reactants are [CH3:1][S:2]([C:5]1[CH:30]=[CH:29][C:8]([O:9][C:10]2[CH:11]=[C:12]3[C:16](=[C:17]([O:19][CH:20]4[CH2:25][CH2:24][O:23][CH2:22][CH2:21]4)[CH:18]=2)[NH:15][C:14]([C:26](O)=[O:27])=[CH:13]3)=[CH:7][CH:6]=1)(=[O:4])=[O:3].Cl.C[N:33](C)CCCN=C=NCC.[NH4+].ON1C2C=CC=CC=2N=N1.CN(C)C=O. The catalyst is CCCCCC.C(OCC)(=O)C.CO.O. The product is [CH3:1][S:2]([C:5]1[CH:30]=[CH:29][C:8]([O:9][C:10]2[CH:11]=[C:12]3[C:16](=[C:17]([O:19][CH:20]4[CH2:21][CH2:22][O:23][CH2:24][CH2:25]4)[CH:18]=2)[NH:15][C:14]([C:26]([NH2:33])=[O:27])=[CH:13]3)=[CH:7][CH:6]=1)(=[O:4])=[O:3]. The yield is 1.00. (7) The reactants are [Cl:1][C:2]1[CH:3]=[C:4]([CH:19]=[C:20]([O:24][CH:25]([CH3:27])[CH3:26])[C:21]=1[O:22][CH3:23])[C:5]([NH:7][C:8]1[CH:17]=[CH:16][C:11]([C:12]([O:14]C)=[O:13])=[C:10]([CH3:18])[CH:9]=1)=[O:6]. The catalyst is CO. The product is [Cl:1][C:2]1[CH:3]=[C:4]([CH:19]=[C:20]([O:24][CH:25]([CH3:27])[CH3:26])[C:21]=1[O:22][CH3:23])[C:5]([NH:7][C:8]1[CH:17]=[CH:16][C:11]([C:12]([OH:14])=[O:13])=[C:10]([CH3:18])[CH:9]=1)=[O:6]. The yield is 0.570. (8) The reactants are Br[C:2]1[C:10]([F:11])=[CH:9][CH:8]=[C:7]2[C:3]=1[CH2:4][CH:5]([OH:12])[CH2:6]2.[C:13]1([C:19]([C:21]2[CH:26]=[CH:25][CH:24]=[CH:23][CH:22]=2)=[NH:20])[CH:18]=[CH:17][CH:16]=[CH:15][CH:14]=1.C([O-])([O-])=O.[Cs+].[Cs+]. The catalyst is C1(C)C=CC=CC=1.C1C=CC(/C=C/C(/C=C/C2C=CC=CC=2)=O)=CC=1.C1C=CC(/C=C/C(/C=C/C2C=CC=CC=2)=O)=CC=1.C1C=CC(/C=C/C(/C=C/C2C=CC=CC=2)=O)=CC=1.[Pd].[Pd].C1C=CC(P(C2C=CC3C(=CC=CC=3)C=2C2C3C(=CC=CC=3)C=CC=2P(C2C=CC=CC=2)C2C=CC=CC=2)C2C=CC=CC=2)=CC=1. The product is [C:13]1([C:19](=[N:20][C:2]2[C:10]([F:11])=[CH:9][CH:8]=[C:7]3[C:3]=2[CH2:4][CH:5]([OH:12])[CH2:6]3)[C:21]2[CH:22]=[CH:23][CH:24]=[CH:25][CH:26]=2)[CH:18]=[CH:17][CH:16]=[CH:15][CH:14]=1. The yield is 0.840.